Dataset: Catalyst prediction with 721,799 reactions and 888 catalyst types from USPTO. Task: Predict which catalyst facilitates the given reaction. (1) Reactant: C(OC([NH:8][C@@H:9]([C:46]([CH3:49])([CH3:48])[CH3:47])[C:10]([N:12]1[C@H:21]([C:22]([N:24]([CH2:35][C:36]2[CH:45]=[CH:44][C:39]([C:40]([O:42][CH3:43])=[O:41])=[CH:38][CH:37]=2)[C@@H:25]([C:27]2[CH:32]=[CH:31][CH:30]=[C:29]([O:33][CH3:34])[CH:28]=2)[CH3:26])=[O:23])[CH2:20][C:19]2[C:14](=[CH:15][CH:16]=[CH:17][CH:18]=2)[CH2:13]1)=[O:11])=O)(C)(C)C.[C:50]([OH:56])([C:52]([F:55])([F:54])[F:53])=[O:51]. Product: [NH2:8][C@@H:9]([C:46]([CH3:47])([CH3:49])[CH3:48])[C:10]([N:12]1[C@H:21]([C:22]([N:24]([CH2:35][C:36]2[CH:37]=[CH:38][C:39]([C:40]([O:42][CH3:43])=[O:41])=[CH:44][CH:45]=2)[C@@H:25]([C:27]2[CH:32]=[CH:31][CH:30]=[C:29]([O:33][CH3:34])[CH:28]=2)[CH3:26])=[O:23])[CH2:20][C:19]2[C:14](=[CH:15][CH:16]=[CH:17][CH:18]=2)[CH2:13]1)=[O:11].[C:50]([OH:56])([C:52]([F:55])([F:54])[F:53])=[O:51]. The catalyst class is: 2. (2) Reactant: [H-].[Al+3].[Li+].[H-].[H-].[H-].C([O:9][C:10]([CH:12]1[CH2:17][N:16]([CH2:18][C:19]2[CH:24]=[CH:23][CH:22]=[CH:21][CH:20]=2)[CH2:15][CH2:14][N:13]1[CH2:25][C:26]1[CH:31]=[CH:30][CH:29]=[CH:28][CH:27]=1)=O)C.O.[OH-].[Na+]. Product: [CH2:25]([N:13]1[CH2:14][CH2:15][N:16]([CH2:18][C:19]2[CH:24]=[CH:23][CH:22]=[CH:21][CH:20]=2)[CH2:17][CH:12]1[CH2:10][OH:9])[C:26]1[CH:27]=[CH:28][CH:29]=[CH:30][CH:31]=1. The catalyst class is: 7. (3) Reactant: [OH:1][C:2]1[CH:7]=[CH:6][C:5]([OH:8])=[CH:4][C:3]=1[C:9]([C:11]1[CH:16]=[CH:15][C:14](O)=[CH:13][CH:12]=1)=[O:10].IC.[C:20](=[O:23])([O-])[O-].[K+].[K+].[CH3:26]C(C)=O. Product: [OH:1][C:2]1[CH:7]=[CH:6][C:5]([O:8][CH3:26])=[CH:4][C:3]=1[C:9]([C:11]1[CH:16]=[CH:15][C:14]([O:23][CH3:20])=[CH:13][CH:12]=1)=[O:10]. The catalyst class is: 6. (4) Reactant: [CH3:1][O:2][C:3]1[CH:4]=[CH:5][C:6]([NH:11][C:12]2[C:13]3[N:14]([CH:36]=[CH:37][N:38]=3)[N:15]=[C:16]([N:18]3[CH2:22][CH2:21][CH:20]([NH:23][C:24]([C:26]4[CH:35]=[CH:34][C:29]([C:30]([O:32]C)=[O:31])=[CH:28][CH:27]=4)=[O:25])[CH2:19]3)[CH:17]=2)=[N:7][C:8]=1[O:9][CH3:10].[OH-].[Na+]. Product: [CH3:1][O:2][C:3]1[CH:4]=[CH:5][C:6]([NH:11][C:12]2[C:13]3[N:14]([CH:36]=[CH:37][N:38]=3)[N:15]=[C:16]([N:18]3[CH2:22][CH2:21][CH:20]([NH:23][C:24]([C:26]4[CH:35]=[CH:34][C:29]([C:30]([OH:32])=[O:31])=[CH:28][CH:27]=4)=[O:25])[CH2:19]3)[CH:17]=2)=[N:7][C:8]=1[O:9][CH3:10]. The catalyst class is: 38.